Dataset: Reaction yield outcomes from USPTO patents with 853,638 reactions. Task: Predict the reaction yield, written as a fraction of the theoretical maximum amount of product (1.0 means a 100% yield; for example, 0.34 means a 34% yield). (1) The reactants are Br[C:2]1[CH:7]=[CH:6][C:5]([OH:8])=[CH:4][C:3]=1[CH3:9].[CH3:10][C:11]1([CH3:27])[C:15]([CH3:17])([CH3:16])[O:14][B:13]([B:13]2[O:14][C:15]([CH3:17])([CH3:16])[C:11]([CH3:27])([CH3:10])[O:12]2)[O:12]1.ClCCl.C([O-])(=O)C.[K+]. The catalyst is CN(C)C=O.C(OCC)(=O)C. The product is [CH3:9][C:3]1[CH:4]=[C:5]([OH:8])[CH:6]=[CH:7][C:2]=1[B:13]1[O:14][C:15]([CH3:17])([CH3:16])[C:11]([CH3:27])([CH3:10])[O:12]1. The yield is 0.630. (2) The reactants are Br[C:2]1[CH:11]=[C:10]2[C:5]([N:6]=[CH:7][CH:8]=[N:9]2)=[C:4]([C:12]([NH:14][CH2:15][C:16]([O:18]CC)=[O:17])=[O:13])[C:3]=1[OH:21].[N:22]1[CH:27]=[CH:26][CH:25]=[C:24](B(O)O)[CH:23]=1.C(=O)([O-])[O-].[K+].[K+]. The catalyst is O1CCOCC1.O.C1C=CC([P]([Pd]([P](C2C=CC=CC=2)(C2C=CC=CC=2)C2C=CC=CC=2)([P](C2C=CC=CC=2)(C2C=CC=CC=2)C2C=CC=CC=2)[P](C2C=CC=CC=2)(C2C=CC=CC=2)C2C=CC=CC=2)(C2C=CC=CC=2)C2C=CC=CC=2)=CC=1. The product is [OH:21][C:3]1[C:4]([C:12]([NH:14][CH2:15][C:16]([OH:18])=[O:17])=[O:13])=[C:5]2[C:10](=[CH:11][C:2]=1[C:24]1[CH:23]=[N:22][CH:27]=[CH:26][CH:25]=1)[N:9]=[CH:8][CH:7]=[N:6]2. The yield is 0.300.